Dataset: Full USPTO retrosynthesis dataset with 1.9M reactions from patents (1976-2016). Task: Predict the reactants needed to synthesize the given product. (1) The reactants are: [Br:1][C:2]1[CH:7]=[CH:6][C:5]([CH:8]([C:20]2[CH:25]=[CH:24][CH:23]=[CH:22][C:21]=2[CH3:26])[CH2:9][C:10]([C:12]2[CH:17]=[CH:16][N:15]=[C:14]([O:18][CH3:19])[CH:13]=2)=O)=[CH:4][CH:3]=1.Cl.[NH2:28][OH:29].C([O-])(O)=O.[Na+]. Given the product [Br:1][C:2]1[CH:7]=[CH:6][C:5]([CH:8]([C:20]2[CH:25]=[CH:24][CH:23]=[CH:22][C:21]=2[CH3:26])[CH2:9][C:10]([C:12]2[CH:17]=[CH:16][N:15]=[C:14]([O:18][CH3:19])[CH:13]=2)=[N:28][OH:29])=[CH:4][CH:3]=1, predict the reactants needed to synthesize it. (2) The reactants are: [Br:1][C:2]1[CH:7]=[CH:6][C:5]([C@@H:8]([NH2:10])[CH3:9])=[CH:4][CH:3]=1.N1C=CC=CC=1.[S:17](Cl)([CH3:20])(=[O:19])=[O:18]. Given the product [Br:1][C:2]1[CH:7]=[CH:6][C:5]([C@@H:8]([NH:10][S:17]([CH3:20])(=[O:19])=[O:18])[CH3:9])=[CH:4][CH:3]=1, predict the reactants needed to synthesize it. (3) Given the product [Cl:1][C:2]1[CH:7]=[C:6]([F:8])[C:5]([O:9][C:12]([CH3:19])([CH3:18])[C:13]([NH:34][NH2:35])=[O:14])=[C:4]([F:10])[CH:3]=1, predict the reactants needed to synthesize it. The reactants are: [Cl:1][C:2]1[CH:7]=[C:6]([F:8])[C:5]([OH:9])=[C:4]([F:10])[CH:3]=1.Br[C:12]([CH3:19])([CH3:18])[C:13](OCC)=[O:14].C(=O)([O-])[O-].[K+].[K+].[OH-].[Na+].C1C=CC2N(O)[N:35]=[N:34]C=2C=1.O.NN. (4) Given the product [CH3:38][CH2:37][CH2:36][N:17]1[C:15](=[O:16])[N:14]([CH2:11][CH2:12][CH3:13])[C:23](=[O:24])[C:22]2[C:18]1=[N:19]/[C:20](/[N:21]=2)=[C:25]1/[CH:26]=[C:27]([O:31][CH2:32][C:33]([NH:1][C:2]2[CH:10]=[CH:9][C:5]([C:6]([OH:8])=[O:7])=[CH:4][CH:3]=2)=[O:34])[NH:28][N:29]/1[CH3:30], predict the reactants needed to synthesize it. The reactants are: [NH2:1][C:2]1[CH:10]=[CH:9][C:5]([C:6]([OH:8])=[O:7])=[CH:4][CH:3]=1.[CH2:11]([N:14]1[C:23](=[O:24])[C:22]2[NH:21][C:20]([C:25]3[N:29]([CH3:30])[N:28]=[C:27]([O:31][CH2:32][C:33](O)=[O:34])[CH:26]=3)=[N:19][C:18]=2[N:17]([CH2:36][CH2:37][CH3:38])[C:15]1=[O:16])[CH2:12][CH3:13]. (5) Given the product [Br:1][C:2]1[C:13]([F:14])=[CH:12][C:5]2[C:6]([C:9]([O:11][CH3:20])=[O:10])=[N:7][S:8][C:4]=2[CH:3]=1, predict the reactants needed to synthesize it. The reactants are: [Br:1][C:2]1[C:13]([F:14])=[CH:12][C:5]2[C:6]([C:9]([OH:11])=[O:10])=[N:7][S:8][C:4]=2[CH:3]=1.OS(O)(=O)=O.[C:20]([O-])([O-])=O.[Na+].[Na+]. (6) Given the product [S:3]1[CH:4]=[CH:5][N:6]=[C:2]1[N:7]1[CH2:12][CH2:11][O:10][CH2:9][CH2:8]1, predict the reactants needed to synthesize it. The reactants are: Br[C:2]1[S:3][CH:4]=[CH:5][N:6]=1.[NH:7]1[CH2:12][CH2:11][O:10][CH2:9][CH2:8]1. (7) Given the product [C:26]([C:4]1[CH:5]=[C:6]([NH2:7])[CH:1]=[CH:2][C:3]=1[O:10][CH2:12][CH2:13][CH2:14][C:15]([OH:17])=[O:16])([O:28][CH2:29][CH:30]1[C:31]2[C:36](=[CH:35][CH:34]=[CH:33][CH:32]=2)[C:37]2[C:42]1=[CH:41][CH:40]=[CH:39][CH:38]=2)=[O:27], predict the reactants needed to synthesize it. The reactants are: [CH:1]1[C:6]([N+:7]([O-])=O)=[CH:5][CH:4]=[C:3]([OH:10])[CH:2]=1.Br[CH2:12][CH2:13][CH2:14][C:15]([O:17]CC)=[O:16].C(=O)([O-])[O-].[K+].[K+].[C:26](ON1C(=O)CCC1=O)([O:28][CH2:29][CH:30]1[C:42]2[C:37](=[CH:38][CH:39]=[CH:40][CH:41]=2)[C:36]2[C:31]1=[CH:32][CH:33]=[CH:34][CH:35]=2)=[O:27]. (8) Given the product [Br:8][C:9]1[CH:14]=[CH:13][C:12]([I:15])=[CH:11][C:10]=1[OH:16], predict the reactants needed to synthesize it. The reactants are: BrB(Br)Br.C(Cl)Cl.[Br:8][C:9]1[CH:14]=[CH:13][C:12]([I:15])=[CH:11][C:10]=1[O:16]C. (9) Given the product [OH:21][C:22]1[CH:29]=[CH:28][CH:27]=[C:26]([O:30][CH2:2][C:3]2[CH2:8][CH2:7][CH2:6][CH2:5][C:4]=2[C:9]2[CH:14]=[CH:13][CH:12]=[CH:11][CH:10]=2)[C:23]=1[CH:24]=[O:25], predict the reactants needed to synthesize it. The reactants are: Cl[CH2:2][C:3]1[CH2:8][CH2:7][CH2:6][CH2:5][C:4]=1[C:9]1[CH:14]=[CH:13][CH:12]=[CH:11][CH:10]=1.C(=O)([O-])[O-].[K+].[K+].[OH:21][C:22]1[CH:29]=[CH:28][CH:27]=[C:26]([OH:30])[C:23]=1[CH:24]=[O:25].